Binary Classification. Given a drug SMILES string, predict its activity (active/inactive) in a high-throughput screening assay against a specified biological target. From a dataset of Choline transporter screen with 302,306 compounds. The molecule is Clc1ccc(OC(C)(C)C(OCC(=O)N(c2c(n(Cc3ccccc3)c(=O)[nH]c2=O)N)C)=O)cc1. The result is 0 (inactive).